This data is from Full USPTO retrosynthesis dataset with 1.9M reactions from patents (1976-2016). The task is: Predict the reactants needed to synthesize the given product. (1) Given the product [C:1]([O:5][C:6]([N:8]1[CH2:13][CH2:12][CH2:11][CH:10]([O:14][C:41]2[CH:40]=[C:39]3[C:44](=[CH:43][CH:42]=2)[C:35]([NH2:34])=[N:36][CH:37]=[CH:38]3)[CH2:9]1)=[O:7])([CH3:4])([CH3:2])[CH3:3], predict the reactants needed to synthesize it. The reactants are: [C:1]([O:5][C:6]([N:8]1[CH2:13][CH2:12][CH2:11][C@@H:10]([OH:14])[CH2:9]1)=[O:7])([CH3:4])([CH3:3])[CH3:2].C1(P(C2C=CC=CC=2)C2C=CC=CC=2)C=CC=CC=1.[NH2:34][C:35]1[C:44]2[C:39](=[CH:40][C:41](O)=[CH:42][CH:43]=2)[CH:38]=[CH:37][N:36]=1.CCOC(/N=N/C(OCC)=O)=O.[OH-].[Na+]. (2) Given the product [Cl:1][C:2]1[CH:10]=[C:9]2[C:5]([CH2:6][CH2:7][NH:8]2)=[CH:4][CH:3]=1, predict the reactants needed to synthesize it. The reactants are: [Cl:1][C:2]1[CH:10]=[C:9]2[C:5]([CH:6]=[CH:7][NH:8]2)=[CH:4][CH:3]=1.C1COCC1.C(O)(C(F)(F)F)=O.[OH-].[Na+]. (3) Given the product [CH2:1]([C:5]1([CH2:19][CH2:20][CH2:21][CH:22]=[CH2:23])[CH2:13][C:12]2[C:7](=[CH:8][CH:9]=[C:10]([O:14][CH2:15][O:16][CH3:17])[CH:11]=2)[C:6]1([C:25]([CH3:26])=[CH2:24])[OH:18])[CH2:2][CH2:3][CH3:4], predict the reactants needed to synthesize it. The reactants are: [CH2:1]([C:5]1([CH2:19][CH2:20][CH2:21][CH:22]=[CH2:23])[CH2:13][C:12]2[C:7](=[CH:8][CH:9]=[C:10]([O:14][CH2:15][O:16][CH3:17])[CH:11]=2)[C:6]1=[O:18])[CH2:2][CH2:3][CH3:4].[CH2:24]([Mg]Br)[CH:25]=[CH2:26]. (4) The reactants are: [C@H:1]1([NH:9][C:10]([CH:12]([CH:45]([CH3:47])[CH3:46])[CH2:13][CH:14]([OH:44])[CH:15]([NH:36][C:37](=[O:43])[O:38][C:39]([CH3:42])([CH3:41])[CH3:40])[CH2:16][CH:17]([CH2:21][C:22]2[CH:30]=[C:29]3[C:25]([CH:26]=[CH:27][N:28]3[CH2:31][CH2:32][CH2:33][O:34][CH3:35])=[CH:24][CH:23]=2)[CH:18]([CH3:20])[CH3:19])=[O:11])[C:3]2([CH2:8][CH2:7][O:6][CH2:5][CH2:4]2)[CH2:2]1.ClS([N:52]=[C:53]=O)(=O)=O.CN(C)C=O. Given the product [C:53]([C:26]1[C:25]2[C:29](=[CH:30][C:22]([CH2:21][CH:17]([CH:18]([CH3:19])[CH3:20])[CH2:16][CH:15]([NH:36][C:37](=[O:43])[O:38][C:39]([CH3:40])([CH3:42])[CH3:41])[CH:14]([OH:44])[CH2:13][CH:12]([C:10](=[O:11])[NH:9][C@H:1]3[C:3]4([CH2:4][CH2:5][O:6][CH2:7][CH2:8]4)[CH2:2]3)[CH:45]([CH3:47])[CH3:46])=[CH:23][CH:24]=2)[N:28]([CH2:31][CH2:32][CH2:33][O:34][CH3:35])[CH:27]=1)#[N:52], predict the reactants needed to synthesize it. (5) Given the product [Cl:10][C:11]1[CH:12]=[CH:13][C:14]([N:3]2[C:2]([CH3:1])=[C:6]([CH3:7])[N:5]=[CH:4]2)=[C:15]([C:17]([C:19]2[CH:24]=[CH:23][CH:22]=[C:21]([O:25][CH3:26])[C:20]=2[O:27][CH3:28])=[O:18])[CH:16]=1, predict the reactants needed to synthesize it. The reactants are: [CH3:1][C:2]1[N:3]=[CH:4][NH:5][C:6]=1[CH3:7].[H-].[Na+].[Cl:10][C:11]1[CH:12]=[CH:13][C:14](F)=[C:15]([C:17]([C:19]2[CH:24]=[CH:23][CH:22]=[C:21]([O:25][CH3:26])[C:20]=2[O:27][CH3:28])=[O:18])[CH:16]=1.C(OCC)(=O)C. (6) Given the product [N+:15]([C:3]1[CH:4]=[C:5]([C:11]([F:14])([F:13])[F:12])[CH:6]=[C:7]([N+:8]([O-:10])=[O:9])[C:2]=1[NH:19][CH3:18])([O-:17])=[O:16], predict the reactants needed to synthesize it. The reactants are: Cl[C:2]1[C:7]([N+:8]([O-:10])=[O:9])=[CH:6][C:5]([C:11]([F:14])([F:13])[F:12])=[CH:4][C:3]=1[N+:15]([O-:17])=[O:16].[CH3:18][N:19](C=O)C.CN. (7) Given the product [Cl:10][C:11]1[S:12][C:13]([Cl:19])=[CH:14][C:15]=1[CH2:16][OH:17], predict the reactants needed to synthesize it. The reactants are: BrCC1C=C(Cl)SC=1Cl.[Cl:10][C:11]1[S:12][C:13]([Cl:19])=[CH:14][C:15]=1[C:16](O)=[O:17]. (8) Given the product [Cl:2][C:3]1[CH:4]=[C:5]([C:8]2[O:12][N:11]=[C:10]([C@H:13]3[CH2:18][CH2:17][CH2:16][N:15]([C:26]([C:25]4[CH:24]=[CH:23][N:22]=[CH:21][C:20]=4[F:19])=[O:27])[CH2:14]3)[N:9]=2)[NH:6][CH:7]=1, predict the reactants needed to synthesize it. The reactants are: Cl.[Cl:2][C:3]1[CH:4]=[C:5]([C:8]2[O:12][N:11]=[C:10]([C@H:13]3[CH2:18][CH2:17][CH2:16][NH:15][CH2:14]3)[N:9]=2)[NH:6][CH:7]=1.[F:19][C:20]1[CH:21]=[N:22][CH:23]=[CH:24][C:25]=1[C:26](O)=[O:27]. (9) Given the product [P:91]([CH:90]([NH:89][C:88]([CH2:87][C:20]1[N:21]([CH:24]2[CH2:25][CH2:26]2)[C:22]2[C:17]([C:18](=[O:51])[C:19]=1[C:27]([OH:29])=[O:28])=[CH:16][C:15]([F:52])=[C:14]([N:11]1[CH2:10][CH2:9][NH:8][CH2:13][CH2:12]1)[CH:23]=2)=[O:107])[P:99]([OH:101])([OH:104])=[O:100])([OH:93])([OH:96])=[O:92], predict the reactants needed to synthesize it. The reactants are: C(OC([N:8]1[CH2:13][CH2:12][N:11]([C:14]2[CH:23]=[C:22]3[C:17]([C:18](=[O:51])[C:19]([C:27]([O:29]CC(=O)NC(P(OCC)(OCC)=O)P(OCC)(OCC)=O)=[O:28])=[CH:20][N:21]3[CH:24]3[CH2:26][CH2:25]3)=[CH:16][C:15]=2[F:52])[CH2:10][CH2:9]1)=O)(C)(C)C.C(OC(N1CCC[C@H]2CN(C3C(OC)=C4C(C(=O)C(C(O[CH2:87][C:88](=[O:107])[NH:89][CH:90]([P:99]([O:104]CC)([O:101]CC)=[O:100])[P:91]([O:96]CC)([O:93]CC)=[O:92])=O)=CN4C4CC4)=CC=3F)C[C@@H]12)=O)(C)(C)C. (10) Given the product [Br:58][C:59]1[CH:64]=[C:63]([CH2:65][C:66]2[CH:71]=[CH:70][C:69]([O:72][CH2:73][CH3:74])=[CH:68][CH:67]=2)[C:62]([Cl:75])=[C:61]([OH:76])[C:60]=1[OH:78], predict the reactants needed to synthesize it. The reactants are: ClC1C(CC2C=CC(OCC)=CC=2)=CC([C@H]2[C@H](OCC3C=CC=CC=3)[C@@H](OCC3C=CC=CC=3)[C@H](OCC3C=CC=CC=3)[C@@H](COCC3C=CC=CC=3)O2)=CC=1O.[Br:58][C:59]1[CH:64]=[C:63]([CH2:65][C:66]2[CH:71]=[CH:70][C:69]([O:72][CH2:73][CH3:74])=[CH:68][CH:67]=2)[C:62]([Cl:75])=[C:61]([O:76]C)[C:60]=1[O:78]C.